Dataset: Reaction yield outcomes from USPTO patents with 853,638 reactions. Task: Predict the reaction yield, written as a fraction of the theoretical maximum amount of product (1.0 means a 100% yield; for example, 0.34 means a 34% yield). The reactants are Cl[C:2]1[CH:3]=[C:4]([CH:8]=[CH:9][CH:10]=1)[N:5]([CH3:7])[CH3:6].[C:11]([C:15]1[CH:20]=[CH:19][CH:18]=[CH:17][CH:16]=1)(=[O:14])[CH2:12][CH3:13].C(O[Na])(C)(C)C. The catalyst is C1(C)C=CC=CC=1.C([O-])(=O)C.[Pd+2].C([O-])(=O)C.COC1C=CC=C(N(C)C2C=CC=CC=2)C=1P(C1CCCCC1)C1CCCCC1. The product is [CH3:6][N:5]([C:4]1[CH:3]=[C:2]([CH:12]([CH3:13])[C:11]([C:15]2[CH:20]=[CH:19][CH:18]=[CH:17][CH:16]=2)=[O:14])[CH:10]=[CH:9][CH:8]=1)[CH3:7]. The yield is 0.790.